From a dataset of Reaction yield outcomes from USPTO patents with 853,638 reactions. Predict the reaction yield, written as a fraction of the theoretical maximum amount of product (1.0 means a 100% yield; for example, 0.34 means a 34% yield). The catalyst is CN(C=O)C. The yield is 1.00. The product is [C:1]([O:5][C:6]([CH:8]1[CH:12]([C:13]2[CH:18]=[CH:17][CH:16]=[C:15]([Cl:19])[C:14]=2[F:20])[C:11]([C:23]2[CH:28]=[CH:27][C:26]([Cl:29])=[CH:25][C:24]=2[F:30])([C:21]#[N:22])[CH:10]([CH3:31])[N:9]1[CH2:35][C:34]1[CH:37]=[CH:38][CH:39]=[CH:40][C:33]=1[F:32])=[O:7])([CH3:4])([CH3:2])[CH3:3]. The reactants are [C:1]([O:5][C:6]([C@H:8]1[C@H:12]([C:13]2[CH:18]=[CH:17][CH:16]=[C:15]([Cl:19])[C:14]=2[F:20])[C@:11]([C:23]2[CH:28]=[CH:27][C:26]([Cl:29])=[CH:25][C:24]=2[F:30])([C:21]#[N:22])[C@@H:10]([CH3:31])[NH:9]1)=[O:7])([CH3:4])([CH3:3])[CH3:2].[F:32][C:33]1[CH:40]=[CH:39][CH:38]=[CH:37][C:34]=1[CH2:35]Br.C(=O)([O-])[O-].[Cs+].[Cs+].